Predict the reaction yield, written as a fraction of the theoretical maximum amount of product (1.0 means a 100% yield; for example, 0.34 means a 34% yield). From a dataset of Reaction yield outcomes from USPTO patents with 853,638 reactions. (1) The reactants are [CH3:1][O:2][C:3](=[O:13])[C:4]1[CH:9]=[CH:8][CH:7]=[C:6]([Cl:10])[C:5]=1[CH2:11]Br.[C-:14]#[N:15].[Na+]. The catalyst is CN(C=O)C.CCOCC.O. The product is [CH3:1][O:2][C:3](=[O:13])[C:4]1[CH:9]=[CH:8][CH:7]=[C:6]([Cl:10])[C:5]=1[CH2:11][C:14]#[N:15]. The yield is 0.650. (2) The reactants are Br[C:2]1[C:3](=[O:10])[N:4]([CH3:9])[CH:5]=[C:6]([Br:8])[CH:7]=1.[N:11]1[C:16]([NH2:17])=[CH:15][CH:14]=[CH:13][C:12]=1[NH2:18].CC1(C)C2C(=C(P(C3C=CC=CC=3)C3C=CC=CC=3)C=CC=2)OC2C(P(C3C=CC=CC=3)C3C=CC=CC=3)=CC=CC1=2.C(=O)([O-])[O-].[Cs+].[Cs+]. The catalyst is C1C=CC(/C=C/C(/C=C/C2C=CC=CC=2)=O)=CC=1.C1C=CC(/C=C/C(/C=C/C2C=CC=CC=2)=O)=CC=1.C1C=CC(/C=C/C(/C=C/C2C=CC=CC=2)=O)=CC=1.[Pd].[Pd].O1CCOCC1. The product is [NH2:18][C:12]1[N:11]=[C:16]([NH:17][C:2]2[C:3](=[O:10])[N:4]([CH3:9])[CH:5]=[C:6]([Br:8])[CH:7]=2)[CH:15]=[CH:14][CH:13]=1. The yield is 0.480.